From a dataset of Full USPTO retrosynthesis dataset with 1.9M reactions from patents (1976-2016). Predict the reactants needed to synthesize the given product. (1) Given the product [Cl:1][CH2:2][CH2:3][C:4]1[C:9](=[O:10])[N:8]2[CH2:11][CH2:12][CH2:13][CH:14]([OH:15])[C:7]2=[N:6][C:5]=1[CH3:23], predict the reactants needed to synthesize it. The reactants are: [Cl:1][CH2:2][CH2:3][C:4]1[C:9](=[O:10])[N:8]2[CH2:11][CH2:12][CH2:13][CH:14]([O:15]CC3C=CC=CC=3)[C:7]2=[N:6][C:5]=1[CH3:23].[H][H].C(OCC)C. (2) The reactants are: [Br:1][C:2]1[CH:3]=[N:4][C:5](Cl)=[N:6][CH:7]=1.[C:9]([N:16]1[CH2:21][CH2:20][NH:19][CH2:18][CH2:17]1)([O:11][C:12]([CH3:15])([CH3:14])[CH3:13])=[O:10].C([O-])([O-])=O.[K+].[K+]. Given the product [C:12]([O:11][C:9]([N:16]1[CH2:21][CH2:20][N:19]([C:5]2[N:4]=[CH:3][C:2]([Br:1])=[CH:7][N:6]=2)[CH2:18][CH2:17]1)=[O:10])([CH3:15])([CH3:13])[CH3:14], predict the reactants needed to synthesize it.